Dataset: NCI-60 drug combinations with 297,098 pairs across 59 cell lines. Task: Regression. Given two drug SMILES strings and cell line genomic features, predict the synergy score measuring deviation from expected non-interaction effect. (1) Drug 1: C1CCC(C1)C(CC#N)N2C=C(C=N2)C3=C4C=CNC4=NC=N3. Drug 2: CC1=C2C(C(=O)C3(C(CC4C(C3C(C(C2(C)C)(CC1OC(=O)C(C(C5=CC=CC=C5)NC(=O)OC(C)(C)C)O)O)OC(=O)C6=CC=CC=C6)(CO4)OC(=O)C)O)C)O. Cell line: OVCAR-5. Synergy scores: CSS=47.0, Synergy_ZIP=16.8, Synergy_Bliss=17.2, Synergy_Loewe=-21.5, Synergy_HSA=13.9. (2) Drug 1: C#CCC(CC1=CN=C2C(=N1)C(=NC(=N2)N)N)C3=CC=C(C=C3)C(=O)NC(CCC(=O)O)C(=O)O. Drug 2: CC1C(C(CC(O1)OC2CC(CC3=C2C(=C4C(=C3O)C(=O)C5=CC=CC=C5C4=O)O)(C(=O)C)O)N)O. Cell line: UO-31. Synergy scores: CSS=51.5, Synergy_ZIP=-2.96, Synergy_Bliss=-5.28, Synergy_Loewe=-2.64, Synergy_HSA=-1.20. (3) Drug 1: C1CCN(CC1)CCOC2=CC=C(C=C2)C(=O)C3=C(SC4=C3C=CC(=C4)O)C5=CC=C(C=C5)O. Drug 2: CN(CC1=CN=C2C(=N1)C(=NC(=N2)N)N)C3=CC=C(C=C3)C(=O)NC(CCC(=O)O)C(=O)O. Cell line: OVCAR3. Synergy scores: CSS=36.0, Synergy_ZIP=-1.03, Synergy_Bliss=-0.745, Synergy_Loewe=-16.0, Synergy_HSA=-3.19. (4) Drug 1: CC1OCC2C(O1)C(C(C(O2)OC3C4COC(=O)C4C(C5=CC6=C(C=C35)OCO6)C7=CC(=C(C(=C7)OC)O)OC)O)O. Drug 2: C1=CC(=CC=C1CC(C(=O)O)N)N(CCCl)CCCl.Cl. Cell line: SK-MEL-28. Synergy scores: CSS=25.5, Synergy_ZIP=-1.31, Synergy_Bliss=9.19, Synergy_Loewe=-2.83, Synergy_HSA=6.53. (5) Drug 1: CC1=CC2C(CCC3(C2CCC3(C(=O)C)OC(=O)C)C)C4(C1=CC(=O)CC4)C. Drug 2: C#CCC(CC1=CN=C2C(=N1)C(=NC(=N2)N)N)C3=CC=C(C=C3)C(=O)NC(CCC(=O)O)C(=O)O. Cell line: HS 578T. Synergy scores: CSS=-1.04, Synergy_ZIP=3.76, Synergy_Bliss=3.50, Synergy_Loewe=-23.9, Synergy_HSA=-2.29. (6) Drug 1: CC1=C(C(=CC=C1)Cl)NC(=O)C2=CN=C(S2)NC3=CC(=NC(=N3)C)N4CCN(CC4)CCO. Drug 2: C(=O)(N)NO. Cell line: SN12C. Synergy scores: CSS=32.5, Synergy_ZIP=-7.25, Synergy_Bliss=0.376, Synergy_Loewe=-45.2, Synergy_HSA=-0.680. (7) Drug 1: C1CCN(CC1)CCOC2=CC=C(C=C2)C(=O)C3=C(SC4=C3C=CC(=C4)O)C5=CC=C(C=C5)O. Drug 2: CC1OCC2C(O1)C(C(C(O2)OC3C4COC(=O)C4C(C5=CC6=C(C=C35)OCO6)C7=CC(=C(C(=C7)OC)O)OC)O)O. Cell line: SF-539. Synergy scores: CSS=47.0, Synergy_ZIP=-0.481, Synergy_Bliss=-1.41, Synergy_Loewe=-5.38, Synergy_HSA=-0.415. (8) Drug 1: CN1CCC(CC1)COC2=C(C=C3C(=C2)N=CN=C3NC4=C(C=C(C=C4)Br)F)OC. Drug 2: C(CC(=O)O)C(=O)CN.Cl. Cell line: KM12. Synergy scores: CSS=-4.90, Synergy_ZIP=-0.536, Synergy_Bliss=-6.26, Synergy_Loewe=-8.74, Synergy_HSA=-9.14.